From a dataset of Reaction yield outcomes from USPTO patents with 853,638 reactions. Predict the reaction yield, written as a fraction of the theoretical maximum amount of product (1.0 means a 100% yield; for example, 0.34 means a 34% yield). (1) The reactants are [N+:1]([C:4]1[CH:9]=[C:8]([C:10]([F:13])([F:12])[F:11])[CH:7]=[CH:6][C:5]=1[NH2:14])([O-:3])=[O:2].C[Si]([N-][Si](C)(C)C)(C)C.[Na+].[C:25]([O:29][C:30](O[C:30]([O:29][C:25]([CH3:28])([CH3:27])[CH3:26])=[O:31])=[O:31])([CH3:28])([CH3:27])[CH3:26]. The catalyst is C1COCC1. The product is [C:25]([O:29][C:30](=[O:31])[NH:14][C:5]1[CH:6]=[CH:7][C:8]([C:10]([F:11])([F:12])[F:13])=[CH:9][C:4]=1[N+:1]([O-:3])=[O:2])([CH3:28])([CH3:27])[CH3:26]. The yield is 0.710. (2) The reactants are O=C1CCC(=O)N1[O:8][C:9](=O)[CH2:10][CH2:11][CH:12]([NH:20][C:21](=[O:47])[CH2:22][CH2:23][CH2:24][CH2:25][CH2:26][CH2:27][CH2:28][CH2:29][CH2:30][CH2:31][CH2:32][CH2:33][CH2:34][CH2:35][CH2:36][CH2:37][CH2:38][CH2:39][C:40]([O:42][C:43]([CH3:46])([CH3:45])[CH3:44])=[O:41])[C:13]([O:15][C:16]([CH3:19])([CH3:18])[CH3:17])=[O:14].[NH2:49][CH2:50][CH2:51][O:52][CH2:53][CH2:54][O:55][CH2:56][C:57]([NH:59][CH2:60][CH2:61][O:62][CH2:63][CH2:64][O:65][CH2:66][C:67]([OH:69])=[O:68])=[O:58].CCN(C(C)C)C(C)C. The catalyst is C(O)C. The product is [C:43]([O:42][C:40](=[O:41])[CH2:39][CH2:38][CH2:37][CH2:36][CH2:35][CH2:34][CH2:33][CH2:32][CH2:31][CH2:30][CH2:29][CH2:28][CH2:27][CH2:26][CH2:25][CH2:24][CH2:23][CH2:22][C:21](=[O:47])[NH:20][C@H:12]([C:13]([O:15][C:16]([CH3:19])([CH3:18])[CH3:17])=[O:14])[CH2:11][CH2:10][C:9](=[O:8])[NH:49][CH2:50][CH2:51][O:52][CH2:53][CH2:54][O:55][CH2:56][C:57](=[O:58])[NH:59][CH2:60][CH2:61][O:62][CH2:63][CH2:64][O:65][CH2:66][C:67]([OH:69])=[O:68])([CH3:46])([CH3:44])[CH3:45]. The yield is 0.960. (3) The reactants are [S-:1][C:2]#[N:3].[K+].[NH2:5][C:6]1[CH:31]=[CH:30][C:9]([O:10][C:11]2[CH:12]=[C:13]([CH:27]=[CH:28][CH:29]=2)[C:14]([NH:16][C:17]2[CH:22]=[CH:21][CH:20]=[C:19]([C:23]([F:26])([F:25])[F:24])[CH:18]=2)=[O:15])=[C:8]([N+:32]([O-:34])=[O:33])[CH:7]=1.BrBr. The catalyst is C(O)(=O)C. The product is [NH2:3][C:2]1[S:1][C:7]2[C:8]([N+:32]([O-:34])=[O:33])=[C:9]([O:10][C:11]3[CH:12]=[C:13]([CH:27]=[CH:28][CH:29]=3)[C:14]([NH:16][C:17]3[CH:22]=[CH:21][CH:20]=[C:19]([C:23]([F:24])([F:26])[F:25])[CH:18]=3)=[O:15])[CH:30]=[CH:31][C:6]=2[N:5]=1. The yield is 0.320. (4) The reactants are [CH3:1][NH:2]/[N:3]=[CH:4]/[C:5]1[C:10](F)=[CH:9][C:8]([F:12])=[CH:7][C:6]=1[F:13]. The catalyst is C(Cl)Cl. The product is [F:13][C:6]1[CH:7]=[C:8]([F:12])[CH:9]=[C:10]2[C:5]=1[CH:4]=[N:3][N:2]2[CH3:1]. The yield is 0.560. (5) The reactants are C([O:4][C:5]1[C:14]2[CH:13]=[CH:12][N:11]3[C:15]([CH3:19])=[C:16]([CH3:18])[N:17]=[C:10]3[C:9]=2[N:8]([C:20](=[O:22])[CH3:21])[CH:7]([C:23]2[CH:28]=[CH:27][CH:26]=[CH:25][CH:24]=2)[CH:6]=1)(=O)C.[BH4-].[Na+].[Cl-].[NH4+]. The catalyst is CO.ClCCl. The product is [C:20]([N:8]1[C:9]2[C:10]3=[N:17][C:16]([CH3:18])=[C:15]([CH3:19])[N:11]3[CH:12]=[CH:13][C:14]=2[C@@H:5]([OH:4])[CH2:6][C@H:7]1[C:23]1[CH:28]=[CH:27][CH:26]=[CH:25][CH:24]=1)(=[O:22])[CH3:21]. The yield is 0.750.